The task is: Predict the product of the given reaction.. This data is from Forward reaction prediction with 1.9M reactions from USPTO patents (1976-2016). (1) Given the reactants [Br:1][C:2]1[C:6]([Cl:7])=[C:5]([CH3:8])[N:4]([CH2:9][O:10][CH2:11][CH2:12][Si:13]([CH3:16])([CH3:15])[CH3:14])C=1C(OCC)=O.[C:22]([O:26][C:27](=[O:29])[CH3:28])([CH3:25])([CH3:24])[CH3:23].CC(C)([O-])C.[K+], predict the reaction product. The product is: [Br:1][C:2]1[C:6]([Cl:7])=[C:5]([CH3:8])[N:4]([CH2:9][O:10][CH2:11][CH2:12][Si:13]([CH3:14])([CH3:16])[CH3:15])[C:28]=1[C:27]([O:26][C:22]([CH3:25])([CH3:24])[CH3:23])=[O:29]. (2) Given the reactants [O:1]=[S:2]1(=[O:57])[CH2:7][CH2:6][N:5]([CH2:8][CH2:9][NH:10][C@:11]23[CH2:53][CH2:52][C@@H:51]([C:54]([CH3:56])=[CH2:55])[C@@H:12]2[C@@H:13]2[C@@:26]([CH3:29])([CH2:27][CH2:28]3)[C@@:25]3([CH3:30])[C@@H:16]([C@:17]4([CH3:50])[C@@H:22]([CH2:23][CH2:24]3)[C:21]([CH3:32])([CH3:31])[C:20]([C:33]3[CH2:38][CH2:37][C@:36]([CH2:48][F:49])([C:39]([O:41]CC[Si](C)(C)C)=[O:40])[CH2:35][CH:34]=3)=[CH:19][CH2:18]4)[CH2:15][CH2:14]2)[CH2:4][CH2:3]1.CCCC[N+](CCCC)(CCCC)CCCC.[F-], predict the reaction product. The product is: [O:57]=[S:2]1(=[O:1])[CH2:3][CH2:4][N:5]([CH2:8][CH2:9][NH:10][C@:11]23[CH2:53][CH2:52][C@@H:51]([CH:54]([CH3:55])[CH3:56])[C@@H:12]2[C@@H:13]2[C@@:26]([CH3:29])([CH2:27][CH2:28]3)[C@@:25]3([CH3:30])[C@@H:16]([C@:17]4([CH3:50])[C@@H:22]([CH2:23][CH2:24]3)[C:21]([CH3:32])([CH3:31])[C:20]([CH:33]3[CH2:38][CH2:37][C:36]([CH2:48][F:49])([C:39]([OH:41])=[O:40])[CH2:35][CH2:34]3)=[CH:19][CH2:18]4)[CH2:15][CH2:14]2)[CH2:6][CH2:7]1. (3) The product is: [CH2:30]([C:27]1[CH:26]=[CH:25][C:24]([NH:21][C:22](=[O:23])[NH:11][C@@H:6]([CH2:5][N+:2]([CH3:3])([CH3:4])[CH3:1])[CH2:7][C:8]([O-:10])=[O:9])=[CH:29][CH:28]=1)[CH2:31][CH2:32][CH2:33][CH2:34][CH2:35][CH2:36][CH3:37]. Given the reactants [CH3:1][N+:2]([CH2:5][C@H:6]([NH2:11])[CH2:7][C:8]([O-:10])=[O:9])([CH3:4])[CH3:3].C(N(C(C)C)CC)(C)C.[N:21]([C:24]1[CH:29]=[CH:28][C:27]([CH2:30][CH2:31][CH2:32][CH2:33][CH2:34][CH2:35][CH2:36][CH3:37])=[CH:26][CH:25]=1)=[C:22]=[O:23], predict the reaction product. (4) Given the reactants Br.[NH2:2][C:3]1[C:12]2[C:7](=[CH:8][CH:9]=[CH:10][CH:11]=2)[C:6]([Br:13])=[CH:5][C:4]=1[C:14]([O:16][CH3:17])=[O:15].[Cl-].[CH3:19][O:20][C:21]1[CH:28]=[CH:27][C:24]([CH2:25][Zn+])=[CH:23][CH:22]=1, predict the reaction product. The product is: [BrH:13].[NH2:2][C:3]1[C:12]2[C:7](=[CH:8][CH:9]=[CH:10][CH:11]=2)[C:6]([Br:13])=[CH:5][C:4]=1[C:14]([O:16][CH3:17])=[O:15].[NH2:2][C:3]1[C:12]2[C:7](=[CH:8][CH:9]=[CH:10][CH:11]=2)[C:6]([CH2:25][C:24]2[CH:27]=[CH:28][C:21]([O:20][CH3:19])=[CH:22][CH:23]=2)=[CH:5][C:4]=1[C:14]([O:16][CH3:17])=[O:15]. (5) Given the reactants [N+:1]([C:4]1[CH:9]=[CH:8][C:7]([C:10]([C:14]2[CH:19]=[CH:18][CH:17]=[CH:16][CH:15]=2)([CH3:13])[C:11]#[N:12])=[CH:6][CH:5]=1)([O-])=O, predict the reaction product. The product is: [NH2:1][C:4]1[CH:5]=[CH:6][C:7]([C:10]([C:14]2[CH:15]=[CH:16][CH:17]=[CH:18][CH:19]=2)([CH3:13])[C:11]#[N:12])=[CH:8][CH:9]=1. (6) Given the reactants C[O:2][CH2:3][C@H:4]([CH3:33])[O:5][C:6]1[CH:7]=[C:8]([C:23]2[NH:27][C:26]([C:28]3[S:29][CH:30]=[CH:31][N:32]=3)=[CH:25][CH:24]=2)[CH:9]=[C:10]([O:12][C:13]2[CH:18]=[CH:17][C:16]([S:19]([CH3:22])(=[O:21])=[O:20])=[CH:15][CH:14]=2)[CH:11]=1.B(Br)(Br)Br.ClCCl.C(=O)([O-])O.[Na+].C(OCC)(=O)C, predict the reaction product. The product is: [CH3:22][S:19]([C:16]1[CH:15]=[CH:14][C:13]([O:12][C:10]2[CH:11]=[C:6]([CH:7]=[C:8]([C:23]3[NH:27][C:26]([C:28]4[S:29][CH:30]=[CH:31][N:32]=4)=[CH:25][CH:24]=3)[CH:9]=2)[O:5][C@@H:4]([CH3:33])[CH2:3][OH:2])=[CH:18][CH:17]=1)(=[O:21])=[O:20].